From a dataset of Forward reaction prediction with 1.9M reactions from USPTO patents (1976-2016). Predict the product of the given reaction. The product is: [F:25][C:4]1[CH:5]=[CH:6][C:7]2[C:8](=[O:9])[N:10]3[CH2:15][CH2:14][N:13]([C:16]([O:18][C:19]([CH3:22])([CH3:21])[CH3:20])=[O:17])[CH2:12][CH:11]3[CH2:23][O:24][C:2]=2[N:3]=1. Given the reactants F[C:2]1[C:7]([C:8]([N:10]2[CH2:15][CH2:14][N:13]([C:16]([O:18][C:19]([CH3:22])([CH3:21])[CH3:20])=[O:17])[CH2:12][CH:11]2[CH2:23][OH:24])=[O:9])=[CH:6][CH:5]=[C:4]([F:25])[N:3]=1.[H-].[Na+], predict the reaction product.